From a dataset of Reaction yield outcomes from USPTO patents with 853,638 reactions. Predict the reaction yield, written as a fraction of the theoretical maximum amount of product (1.0 means a 100% yield; for example, 0.34 means a 34% yield). (1) The reactants are Br[C:2]1[C:3]2[CH2:11][CH2:10][CH2:9][CH2:8][C:4]=2[S:5][C:6]=1[CH3:7].FC1(F)OC2C=C(C)C(C3N=C[C:25]([NH:28][C:29](=O)[C:30]4[CH:35]=[CH:34]C=CC=4F)=[N:26]C=3)=CC=2O1.P([O-])([O-])([O-])=O.[K+].[K+].[K+]. The yield is 0.660. The product is [CH3:7][C:6]1[S:5][C:4]2[CH2:8][CH2:9][CH2:10][CH2:11][C:3]=2[C:2]=1[C:30]1[CH:35]=[CH:34][C:25]([NH2:26])=[N:28][CH:29]=1. The catalyst is O1CCOCC1.C(#N)C.O. (2) The reactants are [O:1]1[CH:5]=[CH:4][C:3](B(O)O)=[CH:2]1.[NH2:9][C:10]1[N:11]=[C:12]([N:21]2[CH2:26][CH2:25][N:24]([C:27](=[O:37])[CH2:28][O:29][C:30]3[CH:35]=[CH:34][C:33]([Cl:36])=[CH:32][CH:31]=3)[CH2:23][CH2:22]2)[C:13]2[N:19]=[C:18](Cl)[CH:17]=[CH:16][C:14]=2[N:15]=1. No catalyst specified. The product is [NH2:9][C:10]1[N:11]=[C:12]([N:21]2[CH2:22][CH2:23][N:24]([C:27](=[O:37])[CH2:28][O:29][C:30]3[CH:35]=[CH:34][C:33]([Cl:36])=[CH:32][CH:31]=3)[CH2:25][CH2:26]2)[C:13]2[N:19]=[C:18]([C:3]3[CH:4]=[CH:5][O:1][CH:2]=3)[CH:17]=[CH:16][C:14]=2[N:15]=1. The yield is 0.410. (3) The reactants are [CH3:1][S:2]([OH:5])(=[O:4])=[O:3].C(OC([NH:13][C@@H:14]([CH2:30][C:31]1[CH:36]=[CH:35][C:34]([OH:37])=[C:33]([OH:38])[CH:32]=1)[C:15]([O:17][CH2:18][C@H:19]([O:21][C:22]([C:24]1[CH:29]=[CH:28][CH:27]=[CH:26][CH:25]=1)=[O:23])[CH3:20])=[O:16])=O)(C)(C)C.C(OC)(C)(C)C. The catalyst is O1CCOCC1. The product is [S:2]([OH:5])(=[O:4])(=[O:3])[CH3:1].[NH2:13][C@@H:14]([CH2:30][C:31]1[CH:36]=[CH:35][C:34]([OH:37])=[C:33]([OH:38])[CH:32]=1)[C:15]([O:17][CH2:18][C@H:19]([O:21][C:22]([C:24]1[CH:29]=[CH:28][CH:27]=[CH:26][CH:25]=1)=[O:23])[CH3:20])=[O:16]. The yield is 0.540. (4) The reactants are [N+:1]([C:4]1[CH:30]=[CH:29][C:7]([CH2:8][NH:9][C:10]2[O:11][C:12]([C:15]3[CH:24]=[CH:23][C:22]4[C:21]([CH3:26])([CH3:25])[CH2:20][CH2:19][C:18]([CH3:28])([CH3:27])[C:17]=4[CH:16]=3)=[N:13][N:14]=2)=[CH:6][CH:5]=1)([O-])=O. The catalyst is C(OCC)(=O)C.[Pd]. The product is [NH2:1][C:4]1[CH:30]=[CH:29][C:7]([CH2:8][NH:9][C:10]2[O:11][C:12]([C:15]3[CH:24]=[CH:23][C:22]4[C:21]([CH3:26])([CH3:25])[CH2:20][CH2:19][C:18]([CH3:28])([CH3:27])[C:17]=4[CH:16]=3)=[N:13][N:14]=2)=[CH:6][CH:5]=1. The yield is 0.710.